From a dataset of Full USPTO retrosynthesis dataset with 1.9M reactions from patents (1976-2016). Predict the reactants needed to synthesize the given product. (1) Given the product [CH3:11][C:7]1[CH:6]=[C:5]2[C:10]([CH2:2][CH2:3][NH:4]2)=[CH:9][CH:8]=1, predict the reactants needed to synthesize it. The reactants are: C[C:2]1[C:10]2[C:5](=[CH:6][CH:7]=[CH:8][CH:9]=2)[NH:4][CH:3]=1.[C:11]([BH3-])#N.[Na+]. (2) Given the product [CH3:15][C:10]1[CH:9]=[C:8]([NH:7][CH2:6][CH2:5][C:4]([NH2:17])=[O:3])[CH:13]=[C:12]([CH3:14])[CH:11]=1, predict the reactants needed to synthesize it. The reactants are: C([O:3][C:4](=O)[CH2:5][CH2:6][NH:7][C:8]1[CH:13]=[C:12]([CH3:14])[CH:11]=[C:10]([CH3:15])[CH:9]=1)C.[NH3:17]. (3) Given the product [F:21][C:3]1[CH:4]=[C:5]([O:6][CH2:7][CH:8]2[CH2:13][CH2:12][N:11]([CH2:14][C:15]([F:18])([CH3:17])[CH3:16])[CH2:10][CH2:9]2)[CH:19]=[CH:20][C:2]=1[C:29]1[CH:30]=[CH:31][C:26]([C:24]([O:23][CH3:22])=[O:25])=[CH:27][CH:28]=1, predict the reactants needed to synthesize it. The reactants are: Br[C:2]1[CH:20]=[CH:19][C:5]([O:6][CH2:7][CH:8]2[CH2:13][CH2:12][N:11]([CH2:14][C:15]([F:18])([CH3:17])[CH3:16])[CH2:10][CH2:9]2)=[CH:4][C:3]=1[F:21].[CH3:22][O:23][C:24]([C:26]1[CH:31]=[CH:30][C:29](B(O)O)=[CH:28][CH:27]=1)=[O:25].C([O-])([O-])=O.[Cs+].[Cs+]. (4) The reactants are: [Cl:1][C:2]1[CH:3]=[C:4]([C:9]2[N:14]3[N:15]=[C:16]([NH:18][C:19]4[CH:28]=[CH:27][C:22]([C:23]([NH:25][CH3:26])=[O:24])=[CH:21][CH:20]=4)[N:17]=[C:13]3[CH:12]=[CH:11][CH:10]=2)[CH:5]=[C:6]([OH:8])[CH:7]=1.C(N(CC)CC)C.[F:36][C:37]([F:50])([F:49])[S:38](O[S:38]([C:37]([F:50])([F:49])[F:36])(=[O:40])=[O:39])(=[O:40])=[O:39]. Given the product [F:36][C:37]([F:50])([F:49])[S:38]([O:8][C:6]1[CH:5]=[C:4]([C:9]2[N:14]3[N:15]=[C:16]([NH:18][C:19]4[CH:20]=[CH:21][C:22]([C:23](=[O:24])[NH:25][CH3:26])=[CH:27][CH:28]=4)[N:17]=[C:13]3[CH:12]=[CH:11][CH:10]=2)[CH:3]=[C:2]([Cl:1])[CH:7]=1)(=[O:40])=[O:39], predict the reactants needed to synthesize it.